From a dataset of Peptide-MHC class I binding affinity with 185,985 pairs from IEDB/IMGT. Regression. Given a peptide amino acid sequence and an MHC pseudo amino acid sequence, predict their binding affinity value. This is MHC class I binding data. The peptide sequence is MSWESTAEY. The MHC is BoLA-T2a with pseudo-sequence BoLA-T2a. The binding affinity (normalized) is 0.223.